Regression. Given two drug SMILES strings and cell line genomic features, predict the synergy score measuring deviation from expected non-interaction effect. From a dataset of Merck oncology drug combination screen with 23,052 pairs across 39 cell lines. (1) Drug 1: Cn1nnc2c(C(N)=O)ncn2c1=O. Drug 2: CCc1c2c(nc3ccc(O)cc13)-c1cc3c(c(=O)n1C2)COC(=O)C3(O)CC. Cell line: NCIH2122. Synergy scores: synergy=-13.7. (2) Drug 1: CCC1(O)CC2CN(CCc3c([nH]c4ccccc34)C(C(=O)OC)(c3cc4c(cc3OC)N(C)C3C(O)(C(=O)OC)C(OC(C)=O)C5(CC)C=CCN6CCC43C65)C2)C1. Drug 2: COC1=C2CC(C)CC(OC)C(O)C(C)C=C(C)C(OC(N)=O)C(OC)C=CC=C(C)C(=O)NC(=CC1=O)C2=O. Cell line: PA1. Synergy scores: synergy=-22.3. (3) Drug 1: CN1C(=O)C=CC2(C)C3CCC4(C)C(NC(=O)OCC(F)(F)F)CCC4C3CCC12. Drug 2: NC1CCCCC1N.O=C(O)C(=O)O.[Pt+2]. Cell line: SKOV3. Synergy scores: synergy=3.77. (4) Drug 1: NC1(c2ccc(-c3nc4ccn5c(=O)[nH]nc5c4cc3-c3ccccc3)cc2)CCC1. Drug 2: NC1CCCCC1N.O=C(O)C(=O)O.[Pt+2]. Cell line: OV90. Synergy scores: synergy=-13.1.